The task is: Predict the reaction yield, written as a fraction of the theoretical maximum amount of product (1.0 means a 100% yield; for example, 0.34 means a 34% yield).. This data is from Reaction yield outcomes from USPTO patents with 853,638 reactions. (1) The reactants are [Br:1][C:2]1[CH:3]=[C:4]2[C:10]([C:11]3[CH:16]=[CH:15][C:14]([O:17]C4CCCCO4)=[CH:13][CH:12]=3)=[CH:9][N:8]([S:24]([C:27]3[CH:32]=[CH:31][C:30]([CH3:33])=[CH:29][CH:28]=3)(=[O:26])=[O:25])[C:5]2=[N:6][CH:7]=1.C1(S)C=CC=CC=1.Cl. The catalyst is ClCCl.CCOCC. The product is [Br:1][C:2]1[CH:3]=[C:4]2[C:10]([C:11]3[CH:16]=[CH:15][C:14]([OH:17])=[CH:13][CH:12]=3)=[CH:9][N:8]([S:24]([C:27]3[CH:32]=[CH:31][C:30]([CH3:33])=[CH:29][CH:28]=3)(=[O:25])=[O:26])[C:5]2=[N:6][CH:7]=1. The yield is 0.810. (2) The reactants are [CH3:1][C:2]1([C:17]([O:19]CC)=[O:18])[CH2:7][CH2:6][CH2:5][N:4]([C:8]2[CH:13]=[CH:12][C:11]([N+:14]([O-:16])=[O:15])=[CH:10][CH:9]=2)[CH2:3]1.[Li+].[OH-].Cl. The catalyst is C1COCC1.CO. The product is [CH3:1][C:2]1([C:17]([OH:19])=[O:18])[CH2:7][CH2:6][CH2:5][N:4]([C:8]2[CH:9]=[CH:10][C:11]([N+:14]([O-:16])=[O:15])=[CH:12][CH:13]=2)[CH2:3]1. The yield is 0.950. (3) The reactants are [I:1][C:2]1[CH:8]=[CH:7][C:5]([NH2:6])=[CH:4][CH:3]=1.C([O-])([O-])=O.[Cs+].[Cs+].[CH:15](I)([CH3:17])[CH3:16].O. The catalyst is CN(C=O)C. The product is [I:1][C:2]1[CH:8]=[CH:7][C:5]([NH:6][CH:15]([CH3:17])[CH3:16])=[CH:4][CH:3]=1. The yield is 0.630.